This data is from Catalyst prediction with 721,799 reactions and 888 catalyst types from USPTO. The task is: Predict which catalyst facilitates the given reaction. (1) Reactant: [CH3:1][O:2][C:3](=[O:23])[CH2:4][C:5]1[CH:10]=[C:9](OS(C(F)(F)F)(=O)=O)[CH:8]=[C:7]([O:19][CH2:20][CH2:21][CH3:22])[CH:6]=1.[Na+].[F:25][C:26]1[CH:31]=[CH:30][C:29]([S:32]([O-:34])=[O:33])=[CH:28][CH:27]=1.C1(C)C=CC=CC=1.C(=O)([O-])[O-].[Cs+].[Cs+].CC1(C)C2C(=C(P(C3C=CC=CC=3)C3C=CC=CC=3)C=CC=2)OC2C(P(C3C=CC=CC=3)C3C=CC=CC=3)=CC=CC1=2. Product: [CH3:1][O:2][C:3](=[O:23])[CH2:4][C:5]1[CH:6]=[C:7]([O:19][CH2:20][CH2:21][CH3:22])[CH:8]=[C:9]([S:32]([C:29]2[CH:30]=[CH:31][C:26]([F:25])=[CH:27][CH:28]=2)(=[O:34])=[O:33])[CH:10]=1. The catalyst class is: 110. (2) Reactant: [ClH:1].C(OC([NH:12][C@@:13]1([C:26]([O:28][CH2:29][CH3:30])=[O:27])[CH2:20][C:17]2([CH2:19][CH2:18]2)[C@@H:16]2[C@H:14]1[C@H:15]2[C:21]([O:23][CH2:24][CH3:25])=[O:22])=O)C1C=CC=CC=1. Product: [ClH:1].[NH2:12][C@@:13]1([C:26]([O:28][CH2:29][CH3:30])=[O:27])[CH2:20][C:17]2([CH2:19][CH2:18]2)[C@@H:16]2[C@H:14]1[C@H:15]2[C:21]([O:23][CH2:24][CH3:25])=[O:22]. The catalyst class is: 63.